This data is from Peptide-MHC class II binding affinity with 134,281 pairs from IEDB. The task is: Regression. Given a peptide amino acid sequence and an MHC pseudo amino acid sequence, predict their binding affinity value. This is MHC class II binding data. (1) The peptide sequence is TLWQRPLVTIKIGGQLTEAL. The MHC is DRB1_0401 with pseudo-sequence DRB1_0401. The binding affinity (normalized) is 0.188. (2) The peptide sequence is PDALKELPLLKFLGIFNTG. The MHC is DRB1_0701 with pseudo-sequence DRB1_0701. The binding affinity (normalized) is 0.0929.